This data is from Peptide-MHC class II binding affinity with 134,281 pairs from IEDB. The task is: Regression. Given a peptide amino acid sequence and an MHC pseudo amino acid sequence, predict their binding affinity value. This is MHC class II binding data. (1) The peptide sequence is LAQILMDNDLAATND. The MHC is DRB1_0301 with pseudo-sequence DRB1_0301. The binding affinity (normalized) is 0.753. (2) The peptide sequence is DMTPADALDDFDL. The MHC is DRB1_0802 with pseudo-sequence DRB1_0802. The binding affinity (normalized) is 0. (3) The peptide sequence is NFTVGRIIELFTAKG. The MHC is DRB1_0401 with pseudo-sequence DRB1_0401. The binding affinity (normalized) is 0.516.